The task is: Predict the reactants needed to synthesize the given product.. This data is from Full USPTO retrosynthesis dataset with 1.9M reactions from patents (1976-2016). (1) Given the product [Cl:1][C:2]1[CH:3]=[C:4]([C:9]2[C:14]([C:15]([NH:17][CH2:18][CH2:19][CH2:20][C:21]3[CH:26]=[CH:25][CH:24]=[CH:23][CH:22]=3)=[O:16])=[C:13]([CH3:27])[N:12]=[C:11]([O:32][CH2:33][CH3:34])[N:10]=2)[CH:5]=[C:6]([Cl:8])[CH:7]=1, predict the reactants needed to synthesize it. The reactants are: [Cl:1][C:2]1[CH:3]=[C:4]([C:9]2[C:14]([C:15]([NH:17][CH2:18][CH2:19][CH2:20][C:21]3[CH:26]=[CH:25][CH:24]=[CH:23][CH:22]=3)=[O:16])=[C:13]([CH3:27])[N:12]=[C:11](S(C)(=O)=O)[N:10]=2)[CH:5]=[C:6]([Cl:8])[CH:7]=1.[O-:32][CH2:33][CH3:34].[Na+]. (2) Given the product [CH3:56][O:55][C:53](=[O:54])[NH:52][CH:48]([C:47]([N:42]1[CH2:43][C:44](=[CH2:46])[CH2:45][CH:41]1[C:38]1[NH:37][C:36]([C:31]2[CH:30]=[CH:29][C:28]3[C:33](=[CH:34][CH:35]=[C:26]([C:23]4[CH:22]=[CH:21][C:20]([C:17]5[NH:16][C:15]([CH:9]6[CH2:10][CH:11]([C:13]#[N:14])[CH2:12][N:8]6[C:6](=[O:7])[CH:64]([NH:63][C:61]([O:60][CH3:59])=[O:62])[C:68]6[CH:73]=[CH:72][CH:71]=[CH:70][CH:69]=6)=[N:19][CH:18]=5)=[CH:25][CH:24]=4)[CH:27]=3)[CH:32]=2)=[CH:40][N:39]=1)=[O:57])[CH:49]([CH3:51])[CH3:50], predict the reactants needed to synthesize it. The reactants are: C(O[C:6]([N:8]1[CH2:12][CH:11]([C:13]#[N:14])[CH2:10][CH:9]1[C:15]1[NH:16][C:17]([C:20]2[CH:25]=[CH:24][C:23]([C:26]3[CH:35]=[CH:34][C:33]4[C:28](=[CH:29][CH:30]=[C:31]([C:36]5[NH:37][C:38]([CH:41]6[CH2:45][C:44](=[CH2:46])[CH2:43][N:42]6[C:47](=[O:57])[CH:48]([NH:52][C:53]([O:55][CH3:56])=[O:54])[CH:49]([CH3:51])[CH3:50])=[N:39][CH:40]=5)[CH:32]=4)[CH:27]=3)=[CH:22][CH:21]=2)=[CH:18][N:19]=1)=[O:7])(C)(C)C.Cl.[CH3:59][O:60][C:61]([NH:63][CH:64]([C:68]1[CH:73]=[CH:72][CH:71]=[CH:70][CH:69]=1)C(O)=O)=[O:62].CCN(C(C)C)C(C)C.CCOC(C(C#N)=NOC(N1CCOCC1)=[N+](C)C)=O.F[P-](F)(F)(F)(F)F. (3) Given the product [C:41]([N:38]1[CH2:37][C:36]2([CH2:35][CH:34]([NH:33][C:4]3[N:5]=[C:6]([O:25][C:22]4[CH:21]=[CH:20][C:19]([O:12][C:13]5[CH:18]=[CH:17][CH:16]=[CH:15][CH:14]=5)=[CH:24][CH:23]=4)[C:7]([C:8]([NH2:10])=[O:9])=[CH:2][N:47]=3)[CH2:40]2)[CH2:39]1)(=[O:45])[CH:42]=[CH2:43], predict the reactants needed to synthesize it. The reactants are: Cl[C:2]1[C:7]([C:8]([NH2:10])=[O:9])=[CH:6][N:5]=[C:4](Cl)C=1.[O:12]([C:19]1[CH:24]=[CH:23][C:22]([OH:25])=[CH:21][CH:20]=1)[C:13]1[CH:18]=[CH:17][CH:16]=[CH:15][CH:14]=1.C([NH:33][CH:34]1[CH2:40][C:36]2([CH2:39][NH:38][CH2:37]2)[CH2:35]1)(OC(C)(C)C)=O.[C:41]([OH:45])(=O)[CH:42]=[CH2:43].C(C1C=CC(C2CCN(C(OC(C)(C)C)=O)CC=2)=NC=1NC1C=CC(CCN2CCCC2)=CC=1)(=O)[NH2:47]. (4) Given the product [C:1]1([S:7]([CH2:10][C:11]2[CH:12]=[C:13]([CH:18]=[CH:19][C:20]=2[N+:21]([O-:23])=[O:22])[O:14][CH2:15][CH2:16][O:17][S:30]([C:27]2[CH:28]=[CH:29][C:24]([CH3:34])=[CH:25][CH:26]=2)(=[O:32])=[O:31])(=[O:8])=[O:9])[CH:2]=[CH:3][CH:4]=[CH:5][CH:6]=1, predict the reactants needed to synthesize it. The reactants are: [C:1]1([S:7]([CH2:10][C:11]2[CH:12]=[C:13]([CH:18]=[CH:19][C:20]=2[N+:21]([O-:23])=[O:22])[O:14][CH2:15][CH2:16][OH:17])(=[O:9])=[O:8])[CH:6]=[CH:5][CH:4]=[CH:3][CH:2]=1.[C:24]1([CH3:34])[CH:29]=[CH:28][C:27]([S:30](Cl)(=[O:32])=[O:31])=[CH:26][CH:25]=1.C(N(CC)CC)C. (5) Given the product [NH:4]1[C:5]2=[N:18][CH:2]=[C:51]([NH:33][C:34]3[N:50]=[C:37]4[CH:38]=[CH:39][CH:40]=[C:41]([CH2:42][N:43]5[CH2:48][CH2:47][NH:46][C:45](=[O:49])[CH2:44]5)[N:36]4[N:35]=3)[CH:6]=[C:7]2[CH:8]=[CH:9]1, predict the reactants needed to synthesize it. The reactants are: N[C:2]1[N:18]=[C:5]2[CH:6]=[CH:7][CH:8]=[C:9](CN3CCNC(=O)C3)[N:4]2N=1.FC(F)(F)C(O)=O.C(OC([N:33]([C:51](OC(C)(C)C)=O)[C:34]1[N:50]=[C:37]2[CH:38]=[CH:39][CH:40]=[C:41]([CH2:42][N:43]3[CH2:48][CH2:47][NH:46][C:45](=[O:49])[CH2:44]3)[N:36]2[N:35]=1)=O)(C)(C)C. (6) The reactants are: [CH3:1][O:2][CH2:3][C:4]#[C:5][C:6]1[CH:24]=[CH:23][C:9]([C:10]([NH:12][CH:13]2[C:18]([CH3:20])([CH3:19])[C@H:17]3[CH2:21][C@:14]2([CH3:22])[CH2:15][CH2:16]3)=[O:11])=[CH:8][C:7]=1[S:25]([N:28]1[CH2:33][CH2:32][O:31][CH2:30][CH2:29]1)(=[O:27])=[O:26]. Given the product [CH3:1][O:2][CH2:3][CH2:4][CH2:5][C:6]1[CH:24]=[CH:23][C:9]([C:10]([NH:12][CH:13]2[C:18]([CH3:20])([CH3:19])[C@H:17]3[CH2:21][C@:14]2([CH3:22])[CH2:15][CH2:16]3)=[O:11])=[CH:8][C:7]=1[S:25]([N:28]1[CH2:29][CH2:30][O:31][CH2:32][CH2:33]1)(=[O:27])=[O:26], predict the reactants needed to synthesize it. (7) Given the product [Cl:24][C:25]1[CH:30]=[CH:29][C:28]([C:31]2[CH:36]=[C:35]([F:37])[CH:34]=[CH:33][C:32]=2[NH:38][C:19]([C:18]2[C:14]([CH:13]([F:23])[F:12])=[N:15][N:16]([CH3:22])[CH:17]=2)=[O:20])=[CH:27][C:26]=1[F:39], predict the reactants needed to synthesize it. The reactants are: C(Cl)(=O)C(Cl)=O.CN(C)C=O.[F:12][CH:13]([F:23])[C:14]1[C:18]([C:19](O)=[O:20])=[CH:17][N:16]([CH3:22])[N:15]=1.[Cl:24][C:25]1[CH:30]=[CH:29][C:28]([C:31]2[CH:36]=[C:35]([F:37])[CH:34]=[CH:33][C:32]=2[NH2:38])=[CH:27][C:26]=1[F:39].